Dataset: Catalyst prediction with 721,799 reactions and 888 catalyst types from USPTO. Task: Predict which catalyst facilitates the given reaction. (1) Reactant: [CH3:1][CH2:2][CH2:3][C:4]1[N:12]([CH2:13][C:14]2[CH:15]=[CH:16][C:17]([C:20]3[CH:21]=[CH:22][CH:23]=[CH:24][C:25]=3[C:26]([OH:28])=[O:27])=[CH:18][CH:19]=2)[C:11]2[CH:10]=[C:9]([C:29]3[N:37]([CH3:38])[C:36]4[CH:35]=[CH:34][CH:33]=[CH:32][C:31]=4[N:30]=3)[CH:8]=[C:7]([CH3:39])[C:6]=2[N:5]=1.[OH-].[Na+:41]. Product: [CH3:1][CH2:2][CH2:3][C:4]1[N:12]([CH2:13][C:14]2[CH:19]=[CH:18][C:17]([C:20]3[C:25]([C:26]([O-:28])=[O:27])=[CH:24][CH:23]=[CH:22][CH:21]=3)=[CH:16][CH:15]=2)[C:11]2[C:6](=[C:7]([CH3:39])[CH:8]=[C:9]([C:29]3[N:37]([CH3:38])[C:36]4[C:31](=[CH:32][CH:33]=[CH:34][CH:35]=4)[N:30]=3)[CH:10]=2)[N:5]=1.[Na+:41]. The catalyst class is: 5. (2) Reactant: [CH:1]1([C:4]2[C:5]([O:19][C:20]3[CH:25]=[CH:24][C:23]([N+:26]([O-])=O)=[CH:22][C:21]=3[F:29])=[CH:6][C:7]3[C:11]([CH:12]=2)=[N:10][N:9]([CH:13]2[CH2:18][CH2:17][CH2:16][CH2:15][O:14]2)[CH:8]=3)[CH2:3][CH2:2]1.CO.CN(C)N. Product: [CH:1]1([C:4]2[C:5]([O:19][C:20]3[CH:25]=[CH:24][C:23]([NH2:26])=[CH:22][C:21]=3[F:29])=[CH:6][C:7]3[C:11]([CH:12]=2)=[N:10][N:9]([CH:13]2[CH2:18][CH2:17][CH2:16][CH2:15][O:14]2)[CH:8]=3)[CH2:3][CH2:2]1. The catalyst class is: 795.